This data is from Experimentally validated miRNA-target interactions with 360,000+ pairs, plus equal number of negative samples. The task is: Binary Classification. Given a miRNA mature sequence and a target amino acid sequence, predict their likelihood of interaction. The miRNA is hsa-miR-551b-3p with sequence GCGACCCAUACUUGGUUUCAG. The protein sequence of the target gene is MTTSSIRRQMKNIVNNYSEAEIKVREATSNDPWGPSSSLMTEIADLTYNVVAFSEIMSMVWKRLNDHGKNWRHVYKALTLLDYLIKTGSERVAQQCRENIFAIQTLKDFQYIDRDGKDQGINVREKSKQLVALLKDEERLKVERVQALKTKERMAQVATGVGSNQITFGRGSSQPNLSTSYSEQEYGKAGGSPASYHGSTSPRVSSELEQARPQTSGEEELQLQLALAMSREVAEQSSESVQTARGSKEERLRRGDDLRLQMALEESRRDTVKVPKKKEAKACCKPGSHSQQTTLLDLMD.... Result: 0 (no interaction).